Dataset: Catalyst prediction with 721,799 reactions and 888 catalyst types from USPTO. Task: Predict which catalyst facilitates the given reaction. (1) Reactant: [C:1]([CH2:3][C:4]([OH:6])=O)#[N:2].[CH:7]1([NH2:13])[CH2:12][CH2:11][CH2:10][CH2:9][CH2:8]1.CCN=C=NCCCN(C)C. Product: [C:1]([CH2:3][C:4]([NH:13][CH:7]1[CH2:12][CH2:11][CH2:10][CH2:9][CH2:8]1)=[O:6])#[N:2]. The catalyst class is: 2. (2) Reactant: [CH:1]([C:3]1[CH:7]=[CH:6][S:5][N:4]=1)=[CH2:2].C([Li])CCC.[CH2:13]([Sn:17]([CH2:23][CH2:24][CH2:25][CH3:26])([CH2:19][CH2:20][CH2:21][CH3:22])Cl)[CH2:14][CH2:15][CH3:16].C(=O)(O)[O-].[Na+]. Product: [CH2:23]([Sn:17]([CH2:13][CH2:14][CH2:15][CH3:16])([CH2:19][CH2:20][CH2:21][CH3:22])[C:6]1[S:5][N:4]=[C:3]([CH:1]=[CH2:2])[CH:7]=1)[CH2:24][CH2:25][CH3:26]. The catalyst class is: 1. (3) Product: [Cl:1][C:2]1[CH:7]=[CH:6][C:5]([N:8]2[CH:12]=[CH:11][N:10]=[C:9]2[CH:13]([CH3:15])[CH3:14])=[C:4]([CH:3]=1)[NH2:16]. Reactant: [Cl:1][C:2]1[CH:7]=[CH:6][C:5]([N:8]2[CH:12]=[CH:11][N:10]=[C:9]2[CH:13]([CH3:15])[CH3:14])=[C:4]([N+:16]([O-])=O)[CH:3]=1.O.O.[Sn](Cl)Cl.C(O)C.[OH-].[Na+]. The catalyst class is: 22. (4) Reactant: [CH:1]([NH:3][C:4]1[CH:5]=[C:6]([CH:19]=[CH:20][CH:21]=1)[CH2:7][NH:8]C(=O)OCC1C=CC=CC=1)=[O:2].[H][H]. Product: [NH2:8][CH2:7][C:6]1[CH:5]=[C:4]([NH:3][CH:1]=[O:2])[CH:21]=[CH:20][CH:19]=1. The catalyst class is: 19. (5) Reactant: C[O:2][C:3](=[O:44])[CH2:4][CH2:5][CH2:6][CH2:7][C:8](=[O:43])[NH:9][C:10]1[CH:15]=[CH:14][CH:13]=[C:12]([CH3:16])[C:11]=1[C:17]1[CH:22]=[CH:21][CH:20]=[C:19]([S:23]([C:26]2[CH:30]=[C:29]([C:31]([NH:33][C:34]([O:36][C:37]([CH3:40])([CH3:39])[CH3:38])=[O:35])=[NH:32])[S:28][C:27]=2[S:41][CH3:42])(=[O:25])=[O:24])[CH:18]=1.[Li+].[OH-].CO. Product: [C:37]([O:36][C:34]([NH:33][C:31](=[NH:32])[C:29]1[S:28][C:27]([S:41][CH3:42])=[C:26]([S:23]([C:19]2[CH:18]=[C:17]([C:11]3[C:12]([CH3:16])=[CH:13][CH:14]=[CH:15][C:10]=3[NH:9][C:8]([CH2:7][CH2:6][CH2:5][CH2:4][C:3]([OH:44])=[O:2])=[O:43])[CH:22]=[CH:21][CH:20]=2)(=[O:25])=[O:24])[CH:30]=1)=[O:35])([CH3:40])([CH3:38])[CH3:39]. The catalyst class is: 25.